From a dataset of Catalyst prediction with 721,799 reactions and 888 catalyst types from USPTO. Predict which catalyst facilitates the given reaction. Reactant: [OH-].[K+].C([O:5][C:6]([C:8]1[C:13]([O:14][CH2:15][CH3:16])=[C:12]([N:17]2[CH2:22][CH2:21][O:20][CH2:19][CH2:18]2)[N:11]=[C:10]([C:23]2[CH:28]=[CH:27][C:26]([NH:29][C:30]([NH:32][C:33]3[CH:38]=[CH:37][CH:36]=[CH:35][CH:34]=3)=[O:31])=[CH:25][CH:24]=2)[N:9]=1)=[O:7])C.Cl. Product: [CH2:15]([O:14][C:13]1[C:8]([C:6]([OH:7])=[O:5])=[N:9][C:10]([C:23]2[CH:28]=[CH:27][C:26]([NH:29][C:30]([NH:32][C:33]3[CH:34]=[CH:35][CH:36]=[CH:37][CH:38]=3)=[O:31])=[CH:25][CH:24]=2)=[N:11][C:12]=1[N:17]1[CH2:22][CH2:21][O:20][CH2:19][CH2:18]1)[CH3:16]. The catalyst class is: 5.